From a dataset of Forward reaction prediction with 1.9M reactions from USPTO patents (1976-2016). Predict the product of the given reaction. (1) The product is: [CH3:21][C:11]1[CH:16]=[CH:15][C:14]([S:17]([O:7][CH2:1][C@H:2]2[CH2:3][CH2:4][CH2:5][O:6]2)(=[O:19])=[O:18])=[CH:13][CH:12]=1. Given the reactants [CH2:1]([OH:7])[C@@H:2]1[O:6][CH2:5][CH2:4][CH2:3]1.C(Cl)Cl.[C:11]1([CH3:21])[CH:16]=[CH:15][C:14]([S:17](Cl)(=[O:19])=[O:18])=[CH:13][CH:12]=1, predict the reaction product. (2) Given the reactants C([O:3][C:4](=[O:31])[CH2:5][S:6][C:7]1[S:11][C:10]([NH:12][C:13]([N:15]([C:22]2[CH:27]=[CH:26][C:25]([F:28])=[C:24]([O:29][CH3:30])[CH:23]=2)CC2CCCC2)=[O:14])=[N:9][CH:8]=1)C.[CH:32]1(CN(C2C=CC(S(C)(=O)=O)=CC=2)C(=O)NC2SC=C(CC(O)=O)N=2)[CH2:36][CH2:35][CH2:34][CH2:33]1.[CH:61]1(CNC2C=CC(F)=C(OC)C=2)CCCC1.C(OC(=O)CSC1SC(N)=NC=1)C, predict the reaction product. The product is: [CH:32]1([N:15]([C:22]2[CH:27]=[CH:26][C:25]([F:28])=[C:24]([O:29][CH3:30])[CH:23]=2)[C:13](=[O:14])[N:12]([CH3:61])[C:10]2[S:11][C:7]([S:6][CH2:5][C:4]([OH:3])=[O:31])=[CH:8][N:9]=2)[CH2:36][CH2:35][CH2:34][CH2:33]1. (3) Given the reactants [NH2:1][NH:2][C:3]([C:5]1[C:10]([Br:11])=[CH:9][CH:8]=[CH:7][N:6]=1)=[NH:4].[OH:12][C:13]1[CH:20]=[CH:19][CH:18]=[CH:17][C:14]=1[CH:15]=O, predict the reaction product. The product is: [Br:11][C:10]1[C:5]([C:3]2[N:4]=[C:15]([C:14]3[CH:17]=[CH:18][CH:19]=[CH:20][C:13]=3[OH:12])[NH:1][N:2]=2)=[N:6][CH:7]=[CH:8][CH:9]=1. (4) The product is: [O:1]=[C:2]1[N:6]([CH:7]2[CH2:8][CH2:9][N:10]([CH2:18][CH2:19][CH2:20][N:35]3[CH2:36][CH2:37][CH:32]([CH2:28][CH2:29][CH2:30][CH3:31])[CH2:33][CH2:34]3)[CH2:11][CH2:12]2)[C:5]2[CH:13]=[CH:14][CH:15]=[CH:16][C:4]=2[NH:3]1. Given the reactants [O:1]=[C:2]1[N:6]([CH:7]2[CH2:12][CH2:11][NH:10][CH2:9][CH2:8]2)[C:5]2[CH:13]=[CH:14][CH:15]=[CH:16][C:4]=2[NH:3]1.Cl[CH2:18][CH2:19][CH2:20]I.C([O-])([O-])=O.[K+].[K+].[CH2:28]([CH:32]1[CH2:37][CH2:36][NH:35][CH2:34][CH2:33]1)[CH2:29][CH2:30][CH3:31], predict the reaction product. (5) Given the reactants [CH3:1][N:2]([CH3:31])[C:3](=[O:30])[CH2:4][N:5]1[C:14]2[C:9](=[N:10][CH:11]=[C:12]([CH2:15][C:16]3[CH:21]=[CH:20][C:19]([F:22])=[CH:18][CH:17]=3)[CH:13]=2)[C:8]([OH:23])=[C:7]([C:24](OCC)=[O:25])[C:6]1=[O:29].[NH2:32][CH:33]([CH3:36])[CH2:34][OH:35], predict the reaction product. The product is: [CH3:31][N:2]([CH3:1])[C:3](=[O:30])[CH2:4][N:5]1[C:14]2[C:9](=[N:10][CH:11]=[C:12]([CH2:15][C:16]3[CH:21]=[CH:20][C:19]([F:22])=[CH:18][CH:17]=3)[CH:13]=2)[C:8]([OH:23])=[C:7]([C:24]([NH:32][CH:33]([CH3:36])[CH2:34][OH:35])=[O:25])[C:6]1=[O:29].